This data is from Full USPTO retrosynthesis dataset with 1.9M reactions from patents (1976-2016). The task is: Predict the reactants needed to synthesize the given product. (1) Given the product [F:10][C:11]([F:23])([F:24])[O:12][C:13]1[CH:18]=[CH:17][CH:16]=[CH:15][C:14]=1[CH2:19][C:20]1[C:21]([NH2:22])=[N:1][C:2]2[C:3]([CH:4]=1)=[CH:6][CH:7]=[CH:8][CH:9]=2, predict the reactants needed to synthesize it. The reactants are: [NH2:1][C:2]1[CH:9]=[CH:8][CH:7]=[CH:6][C:3]=1[CH:4]=O.[F:10][C:11]([F:24])([F:23])[O:12][C:13]1[CH:18]=[CH:17][CH:16]=[CH:15][C:14]=1[CH2:19][CH2:20][C:21]#[N:22]. (2) Given the product [F:1][C:2]1[C:7]([F:8])=[CH:6][CH:5]=[CH:4][C:3]=1[CH:9]1[CH2:19][CH2:18][CH2:17][C:12]2=[N:13][CH:14]=[CH:15][CH:16]=[C:11]2[CH2:10]1, predict the reactants needed to synthesize it. The reactants are: [F:1][C:2]1[C:7]([F:8])=[CH:6][CH:5]=[CH:4][C:3]=1[C@H:9]1[CH2:19][CH2:18][C@H:17](O)[C:12]2=[N:13][CH:14]=[CH:15][CH:16]=[C:11]2[CH2:10]1.FC1C(F)=CC=CC=1[C@H]1CC[C@@H](O)C2=NC=CC=C2C1. (3) Given the product [C@H:45]12[CH2:51][C@H:48]([N:49]([CH2:16][C@@H:14]3[CH2:15][C@H:12]([N:8]4[C:4]5[N:5]=[CH:6][N:7]=[C:2]([NH2:1])[C:3]=5[C:10]([I:11])=[CH:9]4)[CH2:13]3)[CH2:50]1)[CH2:47][S:46]2, predict the reactants needed to synthesize it. The reactants are: [NH2:1][C:2]1[C:3]2[C:10]([I:11])=[CH:9][N:8]([C@@H:12]3[CH2:15][C@H:14]([CH2:16]O)[CH2:13]3)[C:4]=2[N:5]=[CH:6][N:7]=1.I(C1C=CC=CC=1C(O)=O)(=O)=O.[BH-](OC(C)=O)(OC(C)=O)OC(C)=O.[Na+].Cl.[C@H:45]12[CH2:51][C@H:48]([NH:49][CH2:50]1)[CH2:47][S:46]2.CCN(C(C)C)C(C)C. (4) Given the product [CH2:1]([O:8][CH2:9][C@H:10]([OH:27])[CH2:11]/[CH:12]=[CH:13]\[CH:14]1[CH2:19][CH2:18][N:17]([C:20]([O:22][C:23]([CH3:25])([CH3:24])[CH3:26])=[O:21])[CH2:16][CH2:15]1)[C:2]1[CH:7]=[CH:6][CH:5]=[CH:4][CH:3]=1, predict the reactants needed to synthesize it. The reactants are: [CH2:1]([O:8][CH2:9][C@H:10]([OH:27])[CH2:11][C:12]#[C:13][CH:14]1[CH2:19][CH2:18][N:17]([C:20]([O:22][C:23]([CH3:26])([CH3:25])[CH3:24])=[O:21])[CH2:16][CH2:15]1)[C:2]1[CH:7]=[CH:6][CH:5]=[CH:4][CH:3]=1.N1C2C(=CC=CC=2)C=CC=1.